From a dataset of NCI-60 drug combinations with 297,098 pairs across 59 cell lines. Regression. Given two drug SMILES strings and cell line genomic features, predict the synergy score measuring deviation from expected non-interaction effect. Drug 1: C1=CN(C(=O)N=C1N)C2C(C(C(O2)CO)O)O.Cl. Drug 2: CC1C(C(CC(O1)OC2CC(CC3=C2C(=C4C(=C3O)C(=O)C5=CC=CC=C5C4=O)O)(C(=O)C)O)N)O. Cell line: MOLT-4. Synergy scores: CSS=68.8, Synergy_ZIP=-9.92, Synergy_Bliss=-24.9, Synergy_Loewe=-6.35, Synergy_HSA=-21.6.